Binary Classification. Given a drug SMILES string, predict its activity (active/inactive) in a high-throughput screening assay against a specified biological target. From a dataset of In vitro SARS-CoV-2 activity screen of 1,480 approved drugs from Prestwick library. (1) The drug is C[C@]12CC[C@@H]3c4ccc(O)cc4CC[C@H]3[C@@H]1C[C@@H](O)[C@@H]2O. The result is 0 (inactive). (2) The molecule is CCCCCC[C@H]1C(=O)O[C@H](C)[C@H](NC(=O)c2cccc(NC=O)c2O)C(=O)O[C@@H](C)[C@@H]1OC(=O)CC(C)C. The result is 0 (inactive). (3) The compound is CCCC(=O)Nc1ncnc2c1ncn2[C@@H]1O[C@@H]2COP(=O)([O-])O[C@H]2[C@H]1OC(=O)CCC.[Na+]. The result is 0 (inactive). (4) The molecule is O=C(CCCN1CCC(O)(c2ccc(Br)cc2)CC1)c1ccc(F)cc1. The result is 0 (inactive). (5) The drug is Cn1nnc2c(C(N)=O)ncn2c1=O. The result is 0 (inactive). (6) The molecule is CC(C)(C)NC(=O)[C@H]1CC[C@H]2[C@@H]3CC[C@H]4NC(=O)C=C[C@]4(C)[C@H]3CC[C@]12C. The result is 0 (inactive). (7) The drug is Cl.Clc1ccccc1CN1CCc2sccc2C1. The result is 0 (inactive).